Dataset: Full USPTO retrosynthesis dataset with 1.9M reactions from patents (1976-2016). Task: Predict the reactants needed to synthesize the given product. (1) Given the product [Cl:24][C:13]1[C:12]2[C:17](=[CH:18][C:9]([C:4]3[C:3]([C:2]([F:21])([F:20])[F:1])=[CH:8][CH:7]=[CH:6][N:5]=3)=[CH:10][CH:11]=2)[N:16]=[N:15][CH:14]=1, predict the reactants needed to synthesize it. The reactants are: [F:1][C:2]([F:21])([F:20])[C:3]1[C:4]([C:9]2[CH:18]=[C:17]3[C:12]([C:13](O)=[CH:14][N:15]=[N:16]3)=[CH:11][CH:10]=2)=[N:5][CH:6]=[CH:7][CH:8]=1.P(Cl)(Cl)([Cl:24])=O. (2) Given the product [Cl:1][C:2]1[N:3]=[CH:4][C:5]2[CH:10]=[CH:9][N:8]([C:12]3[CH:17]=[CH:16][CH:15]=[CH:14][N:13]=3)[C:6]=2[N:7]=1, predict the reactants needed to synthesize it. The reactants are: [Cl:1][C:2]1[N:3]=[CH:4][C:5]2[CH:10]=[CH:9][NH:8][C:6]=2[N:7]=1.Br[C:12]1[CH:17]=[CH:16][CH:15]=[CH:14][N:13]=1.N[C@@H]1CCCC[C@H]1N.P([O-])([O-])([O-])=O.[K+].[K+].[K+].